Task: Predict the reaction yield, written as a fraction of the theoretical maximum amount of product (1.0 means a 100% yield; for example, 0.34 means a 34% yield).. Dataset: Reaction yield outcomes from USPTO patents with 853,638 reactions (1) The reactants are [CH3:1][O:2][C@H:3]1[CH2:8][CH2:7][C@H:6]([CH2:9][N:10]2[C:15]3=[N:16][C:17]([Sn](C)(C)C)=[CH:18][N:19]=[C:14]3[NH:13][CH2:12][C:11]2=[O:24])[CH2:5][CH2:4]1.Br[C:26]1[C:27]([CH3:34])=[CH:28][C:29]([C:32]#[N:33])=[N:30][CH:31]=1.C(N(CC)CC)C.CC1C(P(C2C(C)=CC=CC=2)C2C(C)=CC=CC=2)=CC=CC=1. The catalyst is C1C=CC(/C=C/C(/C=C/C2C=CC=CC=2)=O)=CC=1.C1C=CC(/C=C/C(/C=C/C2C=CC=CC=2)=O)=CC=1.C1C=CC(/C=C/C(/C=C/C2C=CC=CC=2)=O)=CC=1.[Pd].[Pd].CN(C)C=O. The product is [CH3:1][O:2][C@H:3]1[CH2:8][CH2:7][C@H:6]([CH2:9][N:10]2[C:11](=[O:24])[CH2:12][NH:13][C:14]3[N:19]=[CH:18][C:17]([C:26]4[C:27]([CH3:34])=[CH:28][C:29]([C:32]#[N:33])=[N:30][CH:31]=4)=[N:16][C:15]2=3)[CH2:5][CH2:4]1. The yield is 0.940. (2) The reactants are [C:1]1([C:7](=O)[CH2:8][C:9]2[CH:14]=[CH:13][CH:12]=[CH:11][CH:10]=2)[CH:6]=[CH:5][CH:4]=[CH:3][CH:2]=1.[N:16]1[NH:17][N:18]=[N:19][C:20]=1[C:21]1[CH:28]=[CH:27][C:24]([CH:25]=O)=[CH:23][CH:22]=1.[NH2:29][C:30]([NH2:32])=[O:31].Cl. The catalyst is CCO. The product is [N:16]1[NH:17][N:18]=[N:19][C:20]=1[C:21]1[CH:28]=[CH:27][C:24]([CH:25]2[C:8]([C:9]3[CH:14]=[CH:13][CH:12]=[CH:11][CH:10]=3)=[C:7]([C:1]3[CH:6]=[CH:5][CH:4]=[CH:3][CH:2]=3)[NH:32][C:30](=[O:31])[NH:29]2)=[CH:23][CH:22]=1. The yield is 0.150.